From a dataset of NCI-60 drug combinations with 297,098 pairs across 59 cell lines. Regression. Given two drug SMILES strings and cell line genomic features, predict the synergy score measuring deviation from expected non-interaction effect. (1) Drug 1: CCC(=C(C1=CC=CC=C1)C2=CC=C(C=C2)OCCN(C)C)C3=CC=CC=C3.C(C(=O)O)C(CC(=O)O)(C(=O)O)O. Drug 2: COC1=NC(=NC2=C1N=CN2C3C(C(C(O3)CO)O)O)N. Cell line: EKVX. Synergy scores: CSS=-2.63, Synergy_ZIP=-0.617, Synergy_Bliss=-3.86, Synergy_Loewe=-5.49, Synergy_HSA=-4.68. (2) Synergy scores: CSS=34.6, Synergy_ZIP=-1.10, Synergy_Bliss=-1.48, Synergy_Loewe=-3.89, Synergy_HSA=3.18. Drug 1: CC(CN1CC(=O)NC(=O)C1)N2CC(=O)NC(=O)C2. Cell line: 786-0. Drug 2: C1=C(C(=O)NC(=O)N1)F. (3) Drug 1: C1=C(C(=O)NC(=O)N1)F. Drug 2: CC1C(C(CC(O1)OC2CC(CC3=C2C(=C4C(=C3O)C(=O)C5=CC=CC=C5C4=O)O)(C(=O)C)O)N)O. Cell line: OVCAR-5. Synergy scores: CSS=40.1, Synergy_ZIP=-12.8, Synergy_Bliss=-17.1, Synergy_Loewe=-13.9, Synergy_HSA=-10.5. (4) Drug 1: CNC(=O)C1=NC=CC(=C1)OC2=CC=C(C=C2)NC(=O)NC3=CC(=C(C=C3)Cl)C(F)(F)F. Drug 2: CS(=O)(=O)OCCCCOS(=O)(=O)C. Cell line: K-562. Synergy scores: CSS=-18.6, Synergy_ZIP=2.55, Synergy_Bliss=-14.9, Synergy_Loewe=-29.7, Synergy_HSA=-29.4. (5) Drug 1: CN1C(=O)N2C=NC(=C2N=N1)C(=O)N. Drug 2: C1CNP(=O)(OC1)N(CCCl)CCCl. Cell line: OVCAR-5. Synergy scores: CSS=-1.51, Synergy_ZIP=0.463, Synergy_Bliss=-0.216, Synergy_Loewe=-3.01, Synergy_HSA=-2.96. (6) Drug 1: CC1=C(C(CCC1)(C)C)C=CC(=CC=CC(=CC(=O)O)C)C. Drug 2: CC(C)(C#N)C1=CC(=CC(=C1)CN2C=NC=N2)C(C)(C)C#N. Cell line: HOP-62. Synergy scores: CSS=3.09, Synergy_ZIP=-0.281, Synergy_Bliss=-1.09, Synergy_Loewe=0.317, Synergy_HSA=-1.93. (7) Drug 1: CC=C1C(=O)NC(C(=O)OC2CC(=O)NC(C(=O)NC(CSSCCC=C2)C(=O)N1)C(C)C)C(C)C. Drug 2: C1=CC=C(C(=C1)C(C2=CC=C(C=C2)Cl)C(Cl)Cl)Cl. Cell line: U251. Synergy scores: CSS=69.9, Synergy_ZIP=4.46, Synergy_Bliss=2.77, Synergy_Loewe=-56.7, Synergy_HSA=0.916. (8) Drug 1: C1C(C(OC1N2C=NC3=C(N=C(N=C32)Cl)N)CO)O. Drug 2: C1CN(P(=O)(OC1)NCCCl)CCCl. Cell line: NCI-H322M. Synergy scores: CSS=-4.20, Synergy_ZIP=2.12, Synergy_Bliss=-0.287, Synergy_Loewe=-2.24, Synergy_HSA=-4.89. (9) Drug 1: C1=NNC2=C1C(=O)NC=N2. Drug 2: CC1C(C(CC(O1)OC2CC(CC3=C2C(=C4C(=C3O)C(=O)C5=C(C4=O)C(=CC=C5)OC)O)(C(=O)CO)O)N)O.Cl. Cell line: NCI/ADR-RES. Synergy scores: CSS=16.3, Synergy_ZIP=-3.48, Synergy_Bliss=3.93, Synergy_Loewe=-1.24, Synergy_HSA=4.54.